The task is: Predict the product of the given reaction.. This data is from Forward reaction prediction with 1.9M reactions from USPTO patents (1976-2016). Given the reactants [CH2:1]([O:8][C:9]1[CH:10]=[C:11]([CH:17]=[C:18]([O:28][CH2:29][CH2:30][CH2:31][CH2:32][CH2:33][CH2:34][CH3:35])[C:19]=1[O:20][CH2:21][CH2:22][CH2:23][CH2:24][CH2:25][CH2:26][CH3:27])[C:12]([O:14]CC)=[O:13])[CH2:2][CH2:3][CH2:4][CH2:5][CH2:6][CH3:7].[OH-].[K+].O.Cl, predict the reaction product. The product is: [CH2:29]([O:28][C:18]1[CH:17]=[C:11]([CH:10]=[C:9]([O:8][CH2:1][CH2:2][CH2:3][CH2:4][CH2:5][CH2:6][CH3:7])[C:19]=1[O:20][CH2:21][CH2:22][CH2:23][CH2:24][CH2:25][CH2:26][CH3:27])[C:12]([OH:14])=[O:13])[CH2:30][CH2:31][CH2:32][CH2:33][CH2:34][CH3:35].